Dataset: Catalyst prediction with 721,799 reactions and 888 catalyst types from USPTO. Task: Predict which catalyst facilitates the given reaction. (1) Reactant: C(OC([N:8]1[CH2:13][CH2:12][N:11]([C:14]2[CH:19]=[CH:18][C:17]([S:20]([CH:23]3[CH2:25][CH2:24]3)(=[O:22])=[O:21])=[C:16]([F:26])[C:15]=2[F:27])[CH2:10][CH2:9]1)=O)(C)(C)C.[ClH:28]. Product: [ClH:28].[CH:23]1([S:20]([C:17]2[CH:18]=[CH:19][C:14]([N:11]3[CH2:10][CH2:9][NH:8][CH2:13][CH2:12]3)=[C:15]([F:27])[C:16]=2[F:26])(=[O:21])=[O:22])[CH2:25][CH2:24]1. The catalyst class is: 12. (2) Reactant: [Cl:1][C:2]1[CH:3]=[N:4][CH:5]=[C:6]([Cl:37])[C:7]=1[CH:8]=[C:9]([O:28][C:29](=[O:36])[C:30]1[CH:35]=[CH:34][CH:33]=[CH:32][CH:31]=1)[C:10]1[C:18]2[C:17]3[CH:19]=[C:20]([N+:23]([O-])=O)[CH:21]=[CH:22][C:16]=3[O:15][C:14]=2[C:13]([O:26][CH3:27])=[CH:12][CH:11]=1.[Sn](Cl)Cl. Product: [Cl:1][C:2]1[CH:3]=[N:4][CH:5]=[C:6]([Cl:37])[C:7]=1[CH:8]=[C:9]([O:28][C:29](=[O:36])[C:30]1[CH:31]=[CH:32][CH:33]=[CH:34][CH:35]=1)[C:10]1[C:18]2[C:17]3[CH:19]=[C:20]([NH2:23])[CH:21]=[CH:22][C:16]=3[O:15][C:14]=2[C:13]([O:26][CH3:27])=[CH:12][CH:11]=1. The catalyst class is: 30. (3) Product: [Br:6][C:7]1[CH:12]=[CH:11][CH:10]=[C:9]([CH2:13][CH2:14][CH:15]=[CH2:2])[CH:8]=1. The catalyst class is: 307. Reactant: [Li][CH2:2]CCC.[Br:6][C:7]1[CH:8]=[C:9]([CH2:13][CH2:14][CH:15]=O)[CH:10]=[CH:11][CH:12]=1. (4) The catalyst class is: 4. Product: [Cl:1][C:2]1[CH:7]=[CH:6][C:5]([NH:8][C:9]([CH:11]2[CH2:16][N:15]([C:17](=[O:29])[C:18]3[CH:23]=[CH:22][CH:21]=[C:20]([C:24]4[O:25][CH:26]=[CH:27][CH:28]=4)[CH:19]=3)[CH2:14][CH2:13][N:12]2[C:30]([O:31][CH2:32][CH3:33])=[O:34])=[O:10])=[CH:4][CH:3]=1. Reactant: [Cl:1][C:2]1[CH:7]=[CH:6][C:5]([NH:8][C:9]([CH:11]2[CH2:16][N:15]([C:17](=[O:29])[C:18]3[CH:23]=[CH:22][CH:21]=[C:20]([C:24]4[O:25][CH:26]=[CH:27][CH:28]=4)[CH:19]=3)[CH2:14][CH2:13][NH:12]2)=[O:10])=[CH:4][CH:3]=1.[C:30](Cl)(=[O:34])[O:31][CH2:32][CH3:33]. (5) Reactant: [Br:1][C:2]1[CH:3]=[C:4]([CH:8]([F:11])[CH2:9][OH:10])[CH:5]=[CH:6][CH:7]=1.N1C=CN=C1.[C:17]([Si:21]([CH3:24])([CH3:23])Cl)([CH3:20])([CH3:19])[CH3:18]. Product: [Br:1][C:2]1[CH:3]=[C:4]([CH:8]([F:11])[CH2:9][O:10][Si:21]([C:17]([CH3:20])([CH3:19])[CH3:18])([CH3:24])[CH3:23])[CH:5]=[CH:6][CH:7]=1. The catalyst class is: 3.